From a dataset of Reaction yield outcomes from USPTO patents with 853,638 reactions. Predict the reaction yield, written as a fraction of the theoretical maximum amount of product (1.0 means a 100% yield; for example, 0.34 means a 34% yield). The reactants are [OH:1][CH2:2][CH2:3][CH2:4][C@H:5]([C:35]([O:37][C:38]([CH3:41])([CH3:40])[CH3:39])=[O:36])[CH2:6][C@@H:7]([C:28]([O:30][C:31]([CH3:34])([CH3:33])[CH3:32])=[O:29])[NH:8][C:9]([C:22]1[CH:27]=[CH:26][CH:25]=[CH:24][CH:23]=1)([C:16]1[CH:21]=[CH:20][CH:19]=[CH:18][CH:17]=1)[C:10]1[CH:15]=[CH:14][CH:13]=[CH:12][CH:11]=1.C(N(CC)CC)C.[N+:49]([C:52]1[CH:57]=[CH:56][C:55]([S:58](Cl)(=[O:60])=[O:59])=[CH:54][C:53]=1[C:62]([F:65])([F:64])[F:63])([O-:51])=[O:50].O. The yield is 0.740. The catalyst is ClCCl. The product is [N+:49]([C:52]1[CH:57]=[CH:56][C:55]([S:58]([O:1][CH2:2][CH2:3][CH2:4][C@H:5]([C:35]([O:37][C:38]([CH3:41])([CH3:40])[CH3:39])=[O:36])[CH2:6][C@@H:7]([C:28]([O:30][C:31]([CH3:33])([CH3:34])[CH3:32])=[O:29])[NH:8][C:9]([C:10]2[CH:15]=[CH:14][CH:13]=[CH:12][CH:11]=2)([C:22]2[CH:27]=[CH:26][CH:25]=[CH:24][CH:23]=2)[C:16]2[CH:17]=[CH:18][CH:19]=[CH:20][CH:21]=2)(=[O:60])=[O:59])=[CH:54][C:53]=1[C:62]([F:65])([F:63])[F:64])([O-:51])=[O:50].